Dataset: Experimentally validated miRNA-target interactions with 360,000+ pairs, plus equal number of negative samples. Task: Binary Classification. Given a miRNA mature sequence and a target amino acid sequence, predict their likelihood of interaction. (1) The protein sequence of the target gene is MHQIYSCSDENIEVFTTVIPSKVSSSSRRRVKSSHHLLAKNVVIESDLYPPPRPLELLPQRCERRDTGDRRWLQTGRLQTARPPGAHPTKTPSRPVGISEPKTSNLCGNRAYGKSLIPPVARISVKAPAGAEVAAKGSEHGAVLGRGSRHLKKIAEEYPALPQGAEASLPLTGSTSCGVPGILRKMWTRHKKKSEYVGATNSAFEAD. The miRNA is hsa-miR-4463 with sequence GAGACUGGGGUGGGGCC. Result: 0 (no interaction). (2) The miRNA is hsa-miR-6736-3p with sequence UCAGCUCCUCUCUACCCACAG. The protein sequence of the target gene is MFRGLSSWLGLQQPVAGGGQPNGDAPPEQPSETVAESAEEELQQAGDQELLHQAKDFGNYLFNFASAATKKITESVAETAQTIKKSVEEGKIDGIIDKTIIGDFQKEQKKFVEEQHTKKSEAAVPPWVDTNDEETIQQQILALSADKRNFLRDPPAGVQFNFDFDQMYPVALVMLQEDELLSKMRFALVPKLVKEEVFWRNYFYRVSLIKQSAQLTALAAQQQAAGKEEKSNGREQDLPLAEAVRPKTPPVVIKSQLKTQEDEEEISTSPGVSEFVSDAFDACNLNQEDLRKEMEQLVLD.... Result: 1 (interaction).